This data is from Forward reaction prediction with 1.9M reactions from USPTO patents (1976-2016). The task is: Predict the product of the given reaction. (1) The product is: [Cl:7][C:8]1[CH:9]=[CH:10][C:11]2[N:17]3[C:18]([CH2:21][C:22]([CH3:23])([CH3:24])[CH3:25])=[N:19][N:20]=[C:16]3[C@@H:15]([CH2:26][CH2:27][OH:28])[O:14][C@H:13]([C:32]3[CH:37]=[CH:36][CH:35]=[C:34]([O:38][CH3:39])[C:33]=3[O:40][CH3:41])[C:12]=2[CH:42]=1. Given the reactants [H-].[Al+3].[Li+].[H-].[H-].[H-].[Cl:7][C:8]1[CH:9]=[CH:10][C:11]2[N:17]3[C:18]([CH2:21][C:22]([CH3:25])([CH3:24])[CH3:23])=[N:19][N:20]=[C:16]3[C@@H:15]([CH2:26][C:27](OCC)=[O:28])[O:14][C@H:13]([C:32]3[CH:37]=[CH:36][CH:35]=[C:34]([O:38][CH3:39])[C:33]=3[O:40][CH3:41])[C:12]=2[CH:42]=1.C(C(C(C([O-])=O)O)O)([O-])=O.[Na+].[K+], predict the reaction product. (2) Given the reactants CS(O[CH:6]([CH3:15])[CH2:7][CH2:8][CH:9]1[CH2:14][CH2:13][CH2:12][CH2:11][CH2:10]1)(=O)=O.[C:16]1(=[O:26])[NH:20][C:19](=[O:21])[C:18]2=[CH:22][CH:23]=[CH:24][CH:25]=[C:17]12.C(=O)([O-])[O-].[K+].[K+], predict the reaction product. The product is: [CH:9]1([CH2:8][CH2:7][CH:6]([N:20]2[C:16](=[O:26])[C:17]3[C:18](=[CH:22][CH:23]=[CH:24][CH:25]=3)[C:19]2=[O:21])[CH3:15])[CH2:14][CH2:13][CH2:12][CH2:11][CH2:10]1.